This data is from Full USPTO retrosynthesis dataset with 1.9M reactions from patents (1976-2016). The task is: Predict the reactants needed to synthesize the given product. (1) Given the product [N+:63]([C:66]1[CH:67]=[CH:68][C:69]([C:70]([OH:72])=[O:71])=[CH:73][CH:74]=1)([O-:64])=[O:17].[OH:33][CH2:32][C@@H:28]1[O:29][CH2:30][CH2:31][NH:26][CH2:27]1, predict the reactants needed to synthesize it. The reactants are: C(NCCO)C1C=CC=CC=1.C([C@H]1OC1)Cl.[OH-:17].[Na+].C([N:26]1[CH2:31][CH2:30][O:29][CH:28]([CH2:32][OH:33])[CH2:27]1)C1C=CC=CC=1.C(N1CCCOCC1)C1C=CC=CC=1.OCC1OCCNC1.O1CCCNCC1.[N+:63]([C:66]1[CH:74]=[CH:73][C:69]([C:70]([OH:72])=[O:71])=[CH:68][CH:67]=1)([O-])=[O:64]. (2) Given the product [C:16]([C:13]([C:10]([C:7]([S:72]([N:75]([CH2:77][CH2:78][Cl:103])[CH3:76])(=[O:74])=[O:73])([F:8])[F:9])([F:11])[F:12])([F:14])[F:15])([F:17])([F:18])[F:19], predict the reactants needed to synthesize it. The reactants are: C(I)(C([C:7]([C:10]([C:13]([C:16]([F:19])([F:18])[F:17])([F:15])[F:14])([F:12])[F:11])([F:9])[F:8])(F)F)(F)F.C(CCI)(C(F)(F)F)(C(F)(F)F)F.C=C.N(C(C)(C)C#N)=NC(C)(C)C#N.C(C(CI)(F)F)(F)(F)F.[Na+].[I-].C(C(C(C([S:72]([N:75]([CH2:77][CH2:78]I)[CH3:76])(=[O:74])=[O:73])(F)F)(F)F)(F)F)(F)(F)F.C(C(C(C(S(N(CCO)C)(=O)=O)(F)F)(F)F)(F)F)(F)(F)F.S(Cl)([Cl:103])=O. (3) Given the product [Cl:26][C:21]1[CH:20]=[C:19]([NH:18][C:5]2[C:4]3[C:9](=[C:10]([C:12]([F:13])([F:14])[F:15])[CH:11]=[C:2]([NH:1][CH2:33][C:31]4[CH:32]=[N:27][CH:28]=[N:29][CH:30]=4)[CH:3]=3)[N:8]=[CH:7][C:6]=2[C:16]#[N:17])[CH:24]=[CH:23][C:22]=1[F:25], predict the reactants needed to synthesize it. The reactants are: [NH2:1][C:2]1[CH:3]=[C:4]2[C:9](=[C:10]([C:12]([F:15])([F:14])[F:13])[CH:11]=1)[N:8]=[CH:7][C:6]([C:16]#[N:17])=[C:5]2[NH:18][C:19]1[CH:24]=[CH:23][C:22]([F:25])=[C:21]([Cl:26])[CH:20]=1.[N:27]1[CH:32]=[C:31]([CH:33]=O)[CH:30]=[N:29][CH:28]=1.[BH3-]C#N.[Na+]. (4) Given the product [F:20][C:17]([F:18])([F:19])[C:14]1[CH:13]=[CH:12][C:11]([C:8]2[N:9]=[CH:10][C:5]([CH2:3][OH:2])=[N:6][CH:7]=2)=[CH:16][CH:15]=1, predict the reactants needed to synthesize it. The reactants are: C[O:2][C:3]([C:5]1[CH:10]=[N:9][C:8]([C:11]2[CH:16]=[CH:15][C:14]([C:17]([F:20])([F:19])[F:18])=[CH:13][CH:12]=2)=[CH:7][N:6]=1)=O.CC(C[AlH]CC(C)C)C. (5) Given the product [CH2:23]([S:25]([C:28]1[CH:29]=[C:30]([CH:31]=[CH:32][CH:33]=1)[O:22][C:19]1[CH:20]=[CH:21][C:16]([C:3]2[C:2]([CH3:1])=[N:11][C:10]3[C:5]([N:4]=2)=[C:6]([C:12]([F:15])([F:14])[F:13])[CH:7]=[CH:8][CH:9]=3)=[CH:17][CH:18]=1)(=[O:26])=[O:27])[CH3:24], predict the reactants needed to synthesize it. The reactants are: [CH3:1][C:2]1[C:3]([C:16]2[CH:21]=[CH:20][C:19]([OH:22])=[CH:18][CH:17]=2)=[N:4][C:5]2[C:10]([N:11]=1)=[CH:9][CH:8]=[CH:7][C:6]=2[C:12]([F:15])([F:14])[F:13].[CH2:23]([S:25]([C:28]1[CH:33]=[CH:32][CH:31]=[C:30](F)[CH:29]=1)(=[O:27])=[O:26])[CH3:24].FC1C=CC=C(S(C)(=O)=O)C=1. (6) The reactants are: [C:1]([C:3]1[N:7]2[CH:8]=[C:9]([C:12]3[CH:17]=[CH:16][C:15]([C:18]([N:20]4[CH2:25][CH2:24][O:23][CH2:22][CH2:21]4)=[O:19])=[CH:14][CH:13]=3)[CH:10]=[CH:11][C:6]2=[N:5][CH:4]=1)#[CH:2].I[C:27]1[CH:32]=[CH:31][N:30]=[CH:29][CH:28]=1. Given the product [O:23]1[CH2:22][CH2:21][N:20]([C:18]([C:15]2[CH:14]=[CH:13][C:12]([C:9]3[CH:10]=[CH:11][C:6]4[N:7]([C:3]([C:1]#[C:2][C:27]5[CH:32]=[CH:31][N:30]=[CH:29][CH:28]=5)=[CH:4][N:5]=4)[CH:8]=3)=[CH:17][CH:16]=2)=[O:19])[CH2:25][CH2:24]1, predict the reactants needed to synthesize it. (7) The reactants are: [NH2:1][C:2]1[N:3]([C:8]2[C:17]3[C:12](=[CH:13][CH:14]=[C:15]([O:18][CH3:19])[CH:16]=3)[C:11]([CH3:20])=[CH:10][CH:9]=2)[C:4]([SH:7])=[N:5][N:6]=1.[Cl:21][C:22]1[CH:23]=[C:24]([CH:28]=[CH:29][C:30]=1[NH:31][C:32](=[O:35])[CH2:33]Cl)[C:25]([OH:27])=[O:26].O. Given the product [NH2:1][C:2]1[N:3]([C:8]2[C:17]3[C:12](=[CH:13][CH:14]=[C:15]([O:18][CH3:19])[CH:16]=3)[C:11]([CH3:20])=[CH:10][CH:9]=2)[C:4]([S:7][CH2:33][C:32]([NH:31][C:30]2[CH:29]=[CH:28][C:24]([C:25]([OH:27])=[O:26])=[CH:23][C:22]=2[Cl:21])=[O:35])=[N:5][N:6]=1, predict the reactants needed to synthesize it. (8) Given the product [Cl:12][C:13]1[CH:14]=[N:15][CH:16]=[CH:17][C:18]=1[CH:19]([S:28]([C:29]1[CH:34]=[CH:33][C:32]([Cl:35])=[CH:31][CH:30]=1)=[O:9])[C:20]1[CH:25]=[C:24]([F:26])[CH:23]=[CH:22][C:21]=1[F:27], predict the reactants needed to synthesize it. The reactants are: ClC1C=CC=C(C(OO)=[O:9])C=1.[Cl:12][C:13]1[CH:14]=[N:15][CH:16]=[CH:17][C:18]=1[CH:19]([S:28][C:29]1[CH:34]=[CH:33][C:32]([Cl:35])=[CH:31][CH:30]=1)[C:20]1[CH:25]=[C:24]([F:26])[CH:23]=[CH:22][C:21]=1[F:27]. (9) Given the product [NH3:6].[CH3:10][O:11][C:12](=[O:20])[C:13]1[CH:18]=[CH:17][CH:16]=[C:15]([S:19][C:2]2[CH:7]=[N:6][CH:5]=[C:4]([CH2:8][OH:9])[CH:3]=2)[CH:14]=1, predict the reactants needed to synthesize it. The reactants are: Br[C:2]1[CH:3]=[C:4]([CH2:8][OH:9])[CH:5]=[N:6][CH:7]=1.[CH3:10][O:11][C:12](=[O:20])[C:13]1[CH:18]=[CH:17][CH:16]=[C:15]([SH:19])[CH:14]=1. (10) Given the product [Cl:12][C:11]1[CH:10]=[CH:9][C:5]([C:6]([OH:8])=[O:7])=[CH:4][C:3]=1[N:2]=[N:21][C:37]1[CH:38]=[C:33]([C:26]([CH3:25])([CH3:32])[CH2:27][C:28]([CH3:29])([CH3:30])[CH3:31])[CH:34]=[C:35]([C:40]([CH3:41])([C:43]2[CH:44]=[CH:45][CH:46]=[CH:47][CH:48]=2)[CH3:42])[C:36]=1[OH:39], predict the reactants needed to synthesize it. The reactants are: Cl.[NH2:2][C:3]1[CH:4]=[C:5]([CH:9]=[CH:10][C:11]=1[Cl:12])[C:6]([OH:8])=[O:7].N([O-])=O.[Na+].N([O-])=O.S(=O)(=O)(O)[NH2:21].[CH3:25][C:26]([C:33]1[CH:38]=[CH:37][C:36]([OH:39])=[C:35]([C:40]([C:43]2[CH:48]=[CH:47][CH:46]=[CH:45][CH:44]=2)([CH3:42])[CH3:41])[CH:34]=1)([CH3:32])[CH2:27][C:28]([CH3:31])([CH3:30])[CH3:29].[OH-].[Ca+2].[OH-].